Dataset: Full USPTO retrosynthesis dataset with 1.9M reactions from patents (1976-2016). Task: Predict the reactants needed to synthesize the given product. (1) The reactants are: [CH3:1][N:2]([CH3:28])[C:3]1([C:22]2[CH:27]=[CH:26][CH:25]=[CH:24][CH:23]=2)[CH2:8][CH2:7][C:6]([CH2:10][CH2:11][CH2:12][C:13]#[C:14][Si:15]([CH2:20][CH3:21])([CH2:18][CH3:19])[CH2:16][CH3:17])([OH:9])[CH2:5][CH2:4]1.[NH2:29][C:30]1[CH:35]=[CH:34][N:33]=[CH:32][C:31]=1I.C(=O)([O-])[O-].[Na+].[Na+]. Given the product [CH3:28][N:2]([CH3:1])[C:3]1([C:22]2[CH:23]=[CH:24][CH:25]=[CH:26][CH:27]=2)[CH2:8][CH2:7][C:6]([CH2:10][CH2:11][CH2:12][C:13]2[C:31]3[CH:32]=[N:33][CH:34]=[CH:35][C:30]=3[NH:29][C:14]=2[Si:15]([CH2:20][CH3:21])([CH2:18][CH3:19])[CH2:16][CH3:17])([OH:9])[CH2:5][CH2:4]1, predict the reactants needed to synthesize it. (2) Given the product [C:1]([C:5]1[CH:9]=[C:8]([NH:10][C:11]([NH:13][C:14]2[CH:19]=[CH:18][CH:17]=[C:16]([Cl:20])[C:15]=2[Cl:21])=[O:12])[N:7]([C:22]2[CH:30]=[C:29]3[C:25]([CH:26]=[N:27][NH:28]3)=[CH:24][CH:23]=2)[N:6]=1)([CH3:4])([CH3:2])[CH3:3], predict the reactants needed to synthesize it. The reactants are: [C:1]([C:5]1[CH:9]=[C:8]([NH:10][C:11]([NH:13][C:14]2[CH:19]=[CH:18][CH:17]=[C:16]([Cl:20])[C:15]=2[Cl:21])=[O:12])[N:7]([C:22]2[CH:30]=[C:29]3[C:25]([CH:26]=[N:27][N:28]3C(OC(C)(C)C)=O)=[CH:24][CH:23]=2)[N:6]=1)([CH3:4])([CH3:3])[CH3:2].Cl.CCO.Cl. (3) Given the product [CH3:1][O:2][C:3]1[N:8]=[CH:7][C:6]([C:9]2[N:13]([C:14]3[CH:19]=[CH:18][CH:17]=[CH:16][N:15]=3)[N:12]=[C:11]([C:20]([OH:22])=[O:21])[CH:10]=2)=[CH:5][CH:4]=1, predict the reactants needed to synthesize it. The reactants are: [CH3:1][O:2][C:3]1[N:8]=[CH:7][C:6]([C:9]2[N:13]([C:14]3[CH:19]=[CH:18][CH:17]=[CH:16][N:15]=3)[N:12]=[C:11]([C:20]([O:22]C)=[O:21])[CH:10]=2)=[CH:5][CH:4]=1.O.[OH-].[Li+]. (4) Given the product [C:28]([O:27][C:25]([N:15]([CH:8]([C:4]1[CH:5]=[CH:6][CH:7]=[C:2]([OH:1])[CH:3]=1)[CH2:9][C:10]([O:12][CH2:13][CH3:14])=[O:11])[CH3:16])=[O:26])([CH3:29])([CH3:30])[CH3:31], predict the reactants needed to synthesize it. The reactants are: [OH:1][C:2]1[CH:3]=[C:4]([CH:8]([NH:15][CH3:16])[CH2:9][C:10]([O:12][CH2:13][CH3:14])=[O:11])[CH:5]=[CH:6][CH:7]=1.[C:25](O[C:25]([O:27][C:28]([CH3:31])([CH3:30])[CH3:29])=[O:26])([O:27][C:28]([CH3:31])([CH3:30])[CH3:29])=[O:26]. (5) Given the product [Cl:17][C:14]1[CH:15]=[CH:16][C:11]([CH:10]([NH:18][C:19](=[O:20])[O:21][C:22]([CH3:25])([CH3:24])[CH3:23])[CH2:9][CH2:8][NH:2][CH3:1])=[CH:12][CH:13]=1, predict the reactants needed to synthesize it. The reactants are: [CH3:1][NH2:2].CS(O[CH2:8][CH2:9][CH:10]([NH:18][C:19]([O:21][C:22]([CH3:25])([CH3:24])[CH3:23])=[O:20])[C:11]1[CH:16]=[CH:15][C:14]([Cl:17])=[CH:13][CH:12]=1)(=O)=O. (6) The reactants are: Cl[C:2]1C=CC=C(C(OO)=O)C=1.[F:12][CH:13]([F:24])[O:14][C:15]1[CH:16]=[C:17]([CH3:23])[C:18](SC)=[N:19][CH:20]=1.C(=O)(O)[O-].[Na+].[S:30]([O-:33])([O-])=[O:31].[Na+].[Na+]. Given the product [F:24][CH:13]([F:12])[O:14][C:15]1[CH:16]=[C:17]([CH3:23])[C:18]([S:30]([CH3:2])(=[O:33])=[O:31])=[N:19][CH:20]=1, predict the reactants needed to synthesize it.